This data is from Forward reaction prediction with 1.9M reactions from USPTO patents (1976-2016). The task is: Predict the product of the given reaction. (1) Given the reactants Cl.[NH2:2][C@@H:3]1[CH2:12][CH2:11][CH2:10][C:9]2[CH:8]=[C:7]([C:13]([O:15][CH2:16][CH3:17])=[O:14])[CH:6]=[CH:5][C:4]1=2.[CH3:18][N:19]1[CH:23]=[CH:22][CH:21]=[C:20]1[C:24](O)=[O:25].F[P-](F)(F)(F)(F)F.C[N+](C)=C(N(C)C)ON1C2N=CC=CC=2N=N1, predict the reaction product. The product is: [CH3:18][N:19]1[CH:23]=[CH:22][CH:21]=[C:20]1[C:24]([NH:2][C@@H:3]1[CH2:12][CH2:11][CH2:10][C:9]2[CH:8]=[C:7]([C:13]([O:15][CH2:16][CH3:17])=[O:14])[CH:6]=[CH:5][C:4]1=2)=[O:25]. (2) Given the reactants [NH2:1][C:2]1[C:7]([NH2:8])=[C:6]([N:9]([CH2:15][C:16]2[CH:21]=[CH:20][C:19]([CH2:22][P:23]([O:28][CH2:29][CH3:30])([O:25][CH2:26][CH3:27])=[O:24])=[CH:18][CH:17]=2)[C:10](=[O:14])OCC)[CH:5]=[C:4]([O:31][CH2:32][CH2:33][O:34][CH3:35])[N:3]=1, predict the reaction product. The product is: [NH2:1][C:2]1[C:7]2[NH:8][C:10](=[O:14])[N:9]([CH2:15][C:16]3[CH:21]=[CH:20][C:19]([CH2:22][P:23](=[O:24])([O:28][CH2:29][CH3:30])[O:25][CH2:26][CH3:27])=[CH:18][CH:17]=3)[C:6]=2[CH:5]=[C:4]([O:31][CH2:32][CH2:33][O:34][CH3:35])[N:3]=1. (3) Given the reactants [CH3:1][C:2]1([CH3:16])[C:6]([CH3:8])([CH3:7])[O:5][B:4]([C:9]2[CH:14]=[CH:13][C:12]([OH:15])=[CH:11][CH:10]=2)[O:3]1.Br[CH2:18][CH2:19][CH2:20][C:21]([O:23][CH2:24][CH3:25])=[O:22].C([O-])([O-])=O.[K+].[K+].[NH4+].[I-], predict the reaction product. The product is: [CH3:8][C:6]1([CH3:7])[C:2]([CH3:16])([CH3:1])[O:3][B:4]([C:9]2[CH:14]=[CH:13][C:12]([O:15][CH2:18][CH2:19][CH2:20][C:21]([O:23][CH2:24][CH3:25])=[O:22])=[CH:11][CH:10]=2)[O:5]1. (4) Given the reactants [Cl:1][C:2]1[CH:7]=[CH:6][C:5]([S:8][C:9]2[CH:14]=[CH:13][CH:12]=[C:11]([F:15])[CH:10]=2)=[C:4]([O:16]C)[CH:3]=1.B(Br)(Br)Br, predict the reaction product. The product is: [Cl:1][C:2]1[CH:7]=[CH:6][C:5]([S:8][C:9]2[CH:14]=[CH:13][CH:12]=[C:11]([F:15])[CH:10]=2)=[C:4]([OH:16])[CH:3]=1.